This data is from Full USPTO retrosynthesis dataset with 1.9M reactions from patents (1976-2016). The task is: Predict the reactants needed to synthesize the given product. Given the product [N:37]1([CH:43]2[CH2:48][CH2:47][N:46]([C:32]([C:31]3[CH:30]=[CH:29][C:28]([NH:27][C:25]([NH:24][C:21]4[CH:22]=[CH:23][C:18]([C:9]5[N:10]=[C:11]([N:12]6[CH2:17][CH2:16][O:15][CH2:14][CH2:13]6)[C:6]6[CH:5]=[CH:4][N:3]([CH2:1][CH3:2])[C:7]=6[N:8]=5)=[CH:19][CH:20]=4)=[O:26])=[CH:36][CH:35]=3)=[O:33])[CH2:45][CH2:44]2)[CH2:42][CH2:41][CH2:40][CH2:39][CH2:38]1, predict the reactants needed to synthesize it. The reactants are: [CH2:1]([N:3]1[C:7]2[N:8]=[C:9]([C:18]3[CH:23]=[CH:22][C:21]([NH:24][C:25]([NH:27][C:28]4[CH:36]=[CH:35][C:31]([C:32](O)=[O:33])=[CH:30][CH:29]=4)=[O:26])=[CH:20][CH:19]=3)[N:10]=[C:11]([N:12]3[CH2:17][CH2:16][O:15][CH2:14][CH2:13]3)[C:6]=2[CH:5]=[CH:4]1)[CH3:2].[N:37]1([CH:43]2[CH2:48][CH2:47][NH:46][CH2:45][CH2:44]2)[CH2:42][CH2:41][CH2:40][CH2:39][CH2:38]1.